The task is: Predict which catalyst facilitates the given reaction.. This data is from Catalyst prediction with 721,799 reactions and 888 catalyst types from USPTO. (1) Reactant: Br[C:2]1[CH:3]=[C:4]([NH2:10])[C:5]([O:8][CH3:9])=[N:6][CH:7]=1.[CH3:11][C:12]1([CH3:28])[C:16]([CH3:18])([CH3:17])[O:15][B:14]([B:14]2[O:15][C:16]([CH3:18])([CH3:17])[C:12]([CH3:28])([CH3:11])[O:13]2)[O:13]1.C([O-])(=O)C.[K+]. Product: [CH3:9][O:8][C:5]1[C:4]([NH2:10])=[CH:3][C:2]([B:14]2[O:15][C:16]([CH3:18])([CH3:17])[C:12]([CH3:28])([CH3:11])[O:13]2)=[CH:7][N:6]=1. The catalyst class is: 462. (2) Reactant: [CH2:1]([N:8]1[C:17](=[O:18])[CH:16]2[CH2:19][O:20][CH2:21][CH2:22][N:15]2[C:14]2[N:13]=[C:12](Cl)[N:11]=[CH:10][C:9]1=2)[C:2]1[CH:7]=[CH:6][CH:5]=[CH:4][CH:3]=1.CC1(C)C(C)(C)OB([C:32]2[CH:40]=[CH:39][CH:38]=[C:37]3[C:33]=2[CH:34]=[CH:35][NH:36]3)O1.C([O-])(O)=O.[Na+]. Product: [CH2:1]([N:8]1[C:17](=[O:18])[CH:16]2[CH2:19][O:20][CH2:21][CH2:22][N:15]2[C:14]2[N:13]=[C:12]([C:32]3[CH:40]=[CH:39][CH:38]=[C:37]4[C:33]=3[CH:34]=[CH:35][NH:36]4)[N:11]=[CH:10][C:9]1=2)[C:2]1[CH:7]=[CH:6][CH:5]=[CH:4][CH:3]=1. The catalyst class is: 439.